Dataset: Full USPTO retrosynthesis dataset with 1.9M reactions from patents (1976-2016). Task: Predict the reactants needed to synthesize the given product. (1) Given the product [CH3:19][O:17][C:16](=[O:18])[CH2:15][CH2:14][O:13][CH2:12][CH2:11][O:10][CH2:9][CH2:8][O:7][CH2:6][CH2:5][O:4][CH2:3][CH2:2][NH:1][C:28](=[O:29])[C:30]([F:33])([F:32])[F:31], predict the reactants needed to synthesize it. The reactants are: [NH2:1][CH2:2][CH2:3][O:4][CH2:5][CH2:6][O:7][CH2:8][CH2:9][O:10][CH2:11][CH2:12][O:13][CH2:14][CH2:15][C:16]([OH:18])=[O:17].[CH3:19]O.C[Si](C=[N+]=[N-])(C)C.[C:28](O[C:28]([C:30]([F:33])([F:32])[F:31])=[O:29])([C:30]([F:33])([F:32])[F:31])=[O:29]. (2) Given the product [CH3:31][O:32][CH2:33][CH2:34][NH:35][C:2]1[N:7]=[C:6]([N:8]2[CH2:12][CH2:11][CH2:10][CH:9]2[C:13]2[O:17][N:16]=[C:15]([C:18]3[CH:23]=[CH:22][CH:21]=[CH:20][N:19]=3)[CH:14]=2)[N:5]=[C:4]([NH:24][C:25]2[CH:29]=[C:28]([CH3:30])[NH:27][N:26]=2)[CH:3]=1, predict the reactants needed to synthesize it. The reactants are: Cl[C:2]1[N:7]=[C:6]([N:8]2[CH2:12][CH2:11][CH2:10][CH:9]2[C:13]2[O:17][N:16]=[C:15]([C:18]3[CH:23]=[CH:22][CH:21]=[CH:20][N:19]=3)[CH:14]=2)[N:5]=[C:4]([NH:24][C:25]2[CH:29]=[C:28]([CH3:30])[NH:27][N:26]=2)[CH:3]=1.[CH3:31][O:32][CH2:33][CH2:34][NH2:35]. (3) Given the product [Cl:43][C:2]1[C:3]2[CH2:15][CH2:14][N:13]([C:16]([O:18][C:19]([CH3:22])([CH3:21])[CH3:20])=[O:17])[CH2:12][C:4]=2[N:5]=[C:6]([C:8]([F:11])([F:10])[F:9])[N:7]=1, predict the reactants needed to synthesize it. The reactants are: O[C:2]1[C:3]2[CH2:15][CH2:14][N:13]([C:16]([O:18][C:19]([CH3:22])([CH3:21])[CH3:20])=[O:17])[CH2:12][C:4]=2[N:5]=[C:6]([C:8]([F:11])([F:10])[F:9])[N:7]=1.C1(P(C2C=CC=CC=2)C2C=CC=CC=2)C=CC=CC=1.C(Cl)(Cl)(Cl)[Cl:43]. (4) Given the product [O:25]=[C:24]([C:26]1[CH:31]=[CH:30][CH:29]=[CH:28][CH:27]=1)[CH2:23][N:8]([CH2:7][C:6]1[CH:18]=[CH:19][C:3]([C:2]([F:1])([F:20])[F:21])=[CH:4][CH:5]=1)[S:9]([C:12]1[CH:17]=[CH:16][CH:15]=[CH:14][CH:13]=1)(=[O:10])=[O:11], predict the reactants needed to synthesize it. The reactants are: [F:1][C:2]([F:21])([F:20])[C:3]1[CH:19]=[CH:18][C:6]([CH2:7][NH:8][S:9]([C:12]2[CH:17]=[CH:16][CH:15]=[CH:14][CH:13]=2)(=[O:11])=[O:10])=[CH:5][CH:4]=1.Br[CH2:23][C:24]([C:26]1[CH:31]=[CH:30][CH:29]=[CH:28][CH:27]=1)=[O:25].C(=O)([O-])[O-].[Cs+].[Cs+]. (5) Given the product [CH3:26][C:24]([O:27][C:28]([N:30]1[CH2:35][CH2:34][C:33](=[O:36])[CH:32]([NH:37][C:38](=[O:47])[CH2:39][O:40][C:41]2[CH:42]=[CH:43][CH:44]=[CH:45][CH:46]=2)[CH2:31]1)=[O:29])([CH3:23])[CH3:25], predict the reactants needed to synthesize it. The reactants are: CC(OI1(OC(C)=O)(OC(C)=O)OC(=O)C2C=CC=CC1=2)=O.[CH3:23][C:24]([O:27][C:28]([N:30]1[CH2:35][CH2:34][CH:33]([OH:36])[CH:32]([NH:37][C:38](=[O:47])[CH2:39][O:40][C:41]2[CH:46]=[CH:45][CH:44]=[CH:43][CH:42]=2)[CH2:31]1)=[O:29])([CH3:26])[CH3:25].C([O-])([O-])=O.[Na+].[Na+].